Dataset: HIV replication inhibition screening data with 41,000+ compounds from the AIDS Antiviral Screen. Task: Binary Classification. Given a drug SMILES string, predict its activity (active/inactive) in a high-throughput screening assay against a specified biological target. (1) The drug is CC1=NN(C(=O)CC(=O)Nc2cccc(C)c2)C(=O)C1N=Nc1ccc(S(=O)(=O)c2ccc(N=NC3C(=O)N(C(=O)CC(=O)Nc4cccc(C)c4)N=C3C)cc2)cc1. The result is 0 (inactive). (2) The molecule is CCC(C)C1NC(=O)C2CCCN2C(=O)C(Cc2ccc(O)cc2)NC(=O)C(CC(N)=O)NC(=O)C(CCC(N)=O)NC(=O)C(CO)NC(=O)C(C(C)C)NC(=O)C(N)CSSCC(C(=O)O)NC(=O)C(CCC(N)=O)NC(=O)C(C(C)C)NC1=O. The result is 0 (inactive). (3) The drug is CC1(C)C=CCC2(C)Oc3ccccc3CC2CCC2(C)Oc3ccccc3CC2C1. The result is 0 (inactive). (4) The drug is CCOC(=O)Cc1nc(C(C#N)=Cc2ccco2)nc(O)c1C#N. The result is 0 (inactive).